From a dataset of Full USPTO retrosynthesis dataset with 1.9M reactions from patents (1976-2016). Predict the reactants needed to synthesize the given product. (1) Given the product [C:58]([C:54]1[CH:53]=[C:52]([NH:51][C:49]2[N:48]([CH3:62])[C:47]3[CH:63]=[CH:64][C:44]([O:43][C:8]4([C:6]([OH:7])=[O:5])[CH:13]=[CH:12][CH:11]=[CH:10][NH:9]4)=[CH:45][C:46]=3[N:50]=2)[CH:57]=[CH:56][CH:55]=1)([CH3:60])([CH3:59])[CH3:61], predict the reactants needed to synthesize it. The reactants are: C([O:5][C:6]([C:8]1[CH:13]=[C:12](OC2C=CC(NC)=C(N)C=2)[CH:11]=[CH:10][N:9]=1)=[O:7])(C)(C)C.NC(N)=S.IC.C(OC(C1C=C([O:43][C:44]2[CH:64]=[CH:63][C:47]3[N:48]([CH3:62])[C:49]([NH:51][C:52]4[CH:57]=[CH:56][CH:55]=[C:54]([C:58]([CH3:61])([CH3:60])[CH3:59])[CH:53]=4)=[N:50][C:46]=3[CH:45]=2)C=CN=1)=O)(C)(C)C.FC(F)(F)C(O)=O. (2) The reactants are: C(N(CC)CC)C.C(O[C:13]([NH:15][N:16]([C:18]1[CH:23]=[C:22]([F:24])[CH:21]=[CH:20][C:19]=1[F:25])C)=O)(C)(C)C.[CH3:26][C@:27]12[C:33]([CH3:35])([CH3:34])[C@H:30]([CH2:31][CH2:32]1)[CH:29]([C:36](Cl)=[O:37])[C:28]2=O.Cl.O1CCOCC1. Given the product [F:25][C:19]1[CH:20]=[CH:21][C:22]([F:24])=[CH:23][C:18]=1[N:16]1[C:36](=[O:37])[C:29]2[C@@H:30]3[C:33]([CH3:35])([CH3:34])[C@@:27]([CH3:26])([CH2:32][CH2:31]3)[C:28]=2[N:15]1[CH3:13], predict the reactants needed to synthesize it. (3) Given the product [C:25]([C:21]1[CH:20]=[C:19]([NH:18][C:16](=[O:17])[C:15]2[CH:29]=[CH:30][CH:31]=[N:32][C:14]=2[CH2:1][C:2]([CH3:7])([CH3:6])[CH3:3])[CH:24]=[CH:23][CH:22]=1)([CH3:28])([CH3:27])[CH3:26], predict the reactants needed to synthesize it. The reactants are: [CH3:1][C:2]([CH3:7])([CH3:6])[CH2:3][Mg]Cl.[Cu](C#N)C#N.Br[C:14]1[N:32]=[CH:31][CH:30]=[CH:29][C:15]=1[C:16]([NH:18][C:19]1[CH:24]=[CH:23][CH:22]=[C:21]([C:25]([CH3:28])([CH3:27])[CH3:26])[CH:20]=1)=[O:17].[Cl-].[NH4+].